Dataset: Forward reaction prediction with 1.9M reactions from USPTO patents (1976-2016). Task: Predict the product of the given reaction. (1) The product is: [I:11][C:3]1[CH:4]=[C:5]([N+:8]([O-:10])=[O:9])[CH:6]=[CH:7][C:2]=1[O:1][CH2:13][C:14]1[CH:18]=[C:17]([CH3:19])[O:16][N:15]=1. Given the reactants [OH:1][C:2]1[CH:7]=[CH:6][C:5]([N+:8]([O-:10])=[O:9])=[CH:4][C:3]=1[I:11].Cl[CH2:13][C:14]1[CH:18]=[C:17]([CH3:19])[O:16][N:15]=1, predict the reaction product. (2) Given the reactants [C:1](/[C:3](/[CH2:15][C:16]([CH3:19])([CH3:18])[CH3:17])=[CH:4]\[NH:5][CH:6]([C:11]([O:13][CH3:14])=[O:12])C(OC)=O)#[N:2].C[O-].[Na+], predict the reaction product. The product is: [NH2:2][C:1]1[C:3]([CH2:15][C:16]([CH3:17])([CH3:18])[CH3:19])=[CH:4][NH:5][C:6]=1[C:11]([O:13][CH3:14])=[O:12]. (3) The product is: [O:13]1[C:46]2[CH:45]=[CH:44][CH:43]=[C:42]([CH:48]3[CH2:9][CH:8]([CH2:7][C:21](=[O:22])[C:20]([OH:19])=[O:33])[CH2:10]3)[C:47]=2[O:14][CH2:11]1. Given the reactants [H-].[CH2:7]([Al+][CH2:7][CH:8]([CH3:10])[CH3:9])[CH:8]([CH3:10])[CH3:9].[C:11]([O:14]CC)(=[O:13])C.C([O:19][C:20](=[O:33])[CH:21](P(OCC)(OCC)=O)[O:22]CC)C.C(NC(C)C)(C)C.[Li].[C:42]1([CH3:48])[CH:47]=[CH:46][CH:45]=[CH:44][CH:43]=1, predict the reaction product. (4) The product is: [F:1][C:2]1[CH:3]=[C:4]([NH:24][C:25]2[N:40]=[CH:39][CH:38]=[CH:37][C:26]=2[C:27]([NH:29][C:30]2[CH:35]=[CH:34][C:33]([F:36])=[CH:32][CH:31]=2)=[O:28])[CH:5]=[CH:6][C:7]=1[O:8][C:9]1[CH:14]=[CH:13][N:12]=[C:11]2[CH:15]=[C:16]([CH:18]3[CH2:23][CH2:22][N:21]([CH3:45])[CH2:20][CH2:19]3)[S:17][C:10]=12. Given the reactants [F:1][C:2]1[CH:3]=[C:4]([NH:24][C:25]2[N:40]=[CH:39][CH:38]=[CH:37][C:26]=2[C:27]([NH:29][C:30]2[CH:35]=[CH:34][C:33]([F:36])=[CH:32][CH:31]=2)=[O:28])[CH:5]=[CH:6][C:7]=1[O:8][C:9]1[CH:14]=[CH:13][N:12]=[C:11]2[CH:15]=[C:16]([CH:18]3[CH2:23][CH2:22][NH:21][CH2:20][CH2:19]3)[S:17][C:10]=12.C=O.[BH-](OC(C)=O)(OC(C)=O)O[C:45](C)=O.[Na+].Cl.C([O-])([O-])=O.[Na+].[Na+], predict the reaction product. (5) Given the reactants [CH2:1]([CH:3]1[N:12]([S:13]([C:16]2[CH:21]=[CH:20][C:19]([O:22]C)=[C:18]([CH3:24])[CH:17]=2)(=[O:15])=[O:14])[C:11]2[C:6](=[CH:7][C:8]([O:26]C)=[C:9]([F:25])[CH:10]=2)[N:5]2[CH:28]=[CH:29][CH:30]=[C:4]12)[CH3:2].B(Cl)(Cl)Cl, predict the reaction product. The product is: [CH2:1]([CH:3]1[N:12]([S:13]([C:16]2[CH:21]=[CH:20][C:19]([OH:22])=[C:18]([CH3:24])[CH:17]=2)(=[O:15])=[O:14])[C:11]2[C:6](=[CH:7][C:8]([OH:26])=[C:9]([F:25])[CH:10]=2)[N:5]2[CH:28]=[CH:29][CH:30]=[C:4]12)[CH3:2].